This data is from Catalyst prediction with 721,799 reactions and 888 catalyst types from USPTO. The task is: Predict which catalyst facilitates the given reaction. Reactant: CC(OC(/N=N/C(OC(C)C)=O)=O)C.[F:15][C:16]([F:40])([F:39])[C:17]1[N:21]2[N:22]=[C:23]([N:26]3[CH2:31][CH2:30][CH:29]([C:32]4[CH:37]=[CH:36][C:35]([OH:38])=[CH:34][CH:33]=4)[CH2:28][CH2:27]3)[CH:24]=[CH:25][C:20]2=[N:19][N:18]=1.[CH3:41][N:42]1[C:46]([CH2:47][CH2:48]O)=[CH:45][CH:44]=[N:43]1.C1(P(C2C=CC=CC=2)C2C=CC=CC=2)C=CC=CC=1. Product: [CH3:41][N:42]1[C:46]([CH2:47][CH2:48][O:38][C:35]2[CH:36]=[CH:37][C:32]([CH:29]3[CH2:30][CH2:31][N:26]([C:23]4[CH:24]=[CH:25][C:20]5[N:21]([C:17]([C:16]([F:15])([F:39])[F:40])=[N:18][N:19]=5)[N:22]=4)[CH2:27][CH2:28]3)=[CH:33][CH:34]=2)=[CH:45][CH:44]=[N:43]1. The catalyst class is: 76.